This data is from Reaction yield outcomes from USPTO patents with 853,638 reactions. The task is: Predict the reaction yield, written as a fraction of the theoretical maximum amount of product (1.0 means a 100% yield; for example, 0.34 means a 34% yield). (1) The reactants are OCC(C)(C)CCCOCCCC(C)(C)CO.C([O:20][C:21](=O)[C:22]([CH3:49])([C:43]1[CH:48]=[CH:47][CH:46]=[CH:45][CH:44]=1)[CH2:23][CH2:24][CH2:25][O:26][CH2:27][CH2:28][CH2:29][C:30]([C:38](OCC)=[O:39])([C:32]1[CH:37]=[CH:36][CH:35]=[CH:34][CH:33]=1)[CH3:31])C.[H-].[Al+3].[Li+].[H-].[H-].[H-]. The catalyst is C(OCC)C. The product is [OH:20][CH2:21][C:22]([CH3:49])([C:43]1[CH:48]=[CH:47][CH:46]=[CH:45][CH:44]=1)[CH2:23][CH2:24][CH2:25][O:26][CH2:27][CH2:28][CH2:29][C:30]([CH3:31])([C:32]1[CH:37]=[CH:36][CH:35]=[CH:34][CH:33]=1)[CH2:38][OH:39]. The yield is 0.820. (2) The reactants are CS(C)=O.[CH:5]1([CH:11]([OH:20])[CH:12]([C:14]2[CH:19]=[CH:18][CH:17]=[CH:16][CH:15]=2)[CH3:13])[CH2:10][CH2:9][CH2:8][CH2:7][CH2:6]1.O=P12OP3(OP(OP(O3)(O1)=O)(=O)O2)=O.CCN(CC)CC. The catalyst is C(Cl)Cl. The product is [C:14]1([CH:12]([C:11]([CH:5]2[CH2:10][CH2:9][CH2:8][CH2:7][CH2:6]2)=[O:20])[CH3:13])[CH:19]=[CH:18][CH:17]=[CH:16][CH:15]=1. The yield is 0.854. (3) The reactants are Cl[C:2]1[N:7]=[C:6]([NH:8][CH3:9])[C:5]([C:10]([F:13])([F:12])[F:11])=[CH:4][N:3]=1.[NH2:14][C:15]1[CH:20]=[CH:19][C:18]([C:21]([N:23]2[CH2:28][CH2:27][O:26][CH2:25][CH2:24]2)=[O:22])=[CH:17][C:16]=1[O:29][CH2:30][CH2:31][F:32].FC(F)(F)C(O)=O. The catalyst is COCCO. The product is [F:32][CH2:31][CH2:30][O:29][C:16]1[CH:17]=[C:18]([C:21]([N:23]2[CH2:24][CH2:25][O:26][CH2:27][CH2:28]2)=[O:22])[CH:19]=[CH:20][C:15]=1[NH:14][C:2]1[N:7]=[C:6]([NH:8][CH3:9])[C:5]([C:10]([F:13])([F:12])[F:11])=[CH:4][N:3]=1. The yield is 0.290. (4) The reactants are Cl[C:2]1[N:11]=[C:10]([NH:12][CH2:13][CH:14]([C:21]2[CH:26]=[CH:25][CH:24]=[CH:23][CH:22]=2)[C:15]2[CH:20]=[CH:19][CH:18]=[CH:17][CH:16]=2)[C:9]2[C:4](=[CH:5][CH:6]=[CH:7][CH:8]=2)[N:3]=1.[NH:27]1[C:35]2[C:30](=[CH:31][C:32](B(O)O)=[CH:33][CH:34]=2)[CH:29]=[N:28]1.C(NC1C2C(=CC=CC=2)N=C(C2SC3C=CC=CC=3C=2)N=1)(C1C=CC=CC=1)C1C=CC=CC=1. The catalyst is C1CCCCC1.CCOC(C)=O. The product is [C:15]1([CH:14]([C:21]2[CH:26]=[CH:25][CH:24]=[CH:23][CH:22]=2)[CH2:13][NH:12][C:10]2[C:9]3[C:4](=[CH:5][CH:6]=[CH:7][CH:8]=3)[N:3]=[C:2]([C:32]3[CH:31]=[C:30]4[C:35](=[CH:34][CH:33]=3)[NH:27][N:28]=[CH:29]4)[N:11]=2)[CH:20]=[CH:19][CH:18]=[CH:17][CH:16]=1. The yield is 0.600. (5) The reactants are [C:1]1([N:7]([C:29]2[CH:34]=[CH:33][CH:32]=[CH:31][CH:30]=2)[C:8]2[CH:13]=[CH:12][C:11]([C:14]3[CH:19]=[CH:18][C:17](B4OC(C)(C)C(C)(C)O4)=[CH:16][N:15]=3)=[CH:10][CH:9]=2)[CH:6]=[CH:5][CH:4]=[CH:3][CH:2]=1.Br[C:36]1[CH:37]=[CH:38][C:39]([C:42]2[O:43][C:44]3[CH:50]=[CH:49][CH:48]=[CH:47][C:45]=3[N:46]=2)=[N:40][CH:41]=1.C([O-])([O-])=O.[Na+].[Na+].O. The yield is 0.770. The product is [O:43]1[C:44]2[CH:50]=[CH:49][CH:48]=[CH:47][C:45]=2[N:46]=[C:42]1[C:39]1[N:40]=[CH:41][C:36]([C:17]2[CH:16]=[N:15][C:14]([C:11]3[CH:12]=[CH:13][C:8]([N:7]([C:29]4[CH:30]=[CH:31][CH:32]=[CH:33][CH:34]=4)[C:1]4[CH:6]=[CH:5][CH:4]=[CH:3][CH:2]=4)=[CH:9][CH:10]=3)=[CH:19][CH:18]=2)=[CH:37][CH:38]=1. The catalyst is C1C=CC([P]([Pd]([P](C2C=CC=CC=2)(C2C=CC=CC=2)C2C=CC=CC=2)([P](C2C=CC=CC=2)(C2C=CC=CC=2)C2C=CC=CC=2)[P](C2C=CC=CC=2)(C2C=CC=CC=2)C2C=CC=CC=2)(C2C=CC=CC=2)C2C=CC=CC=2)=CC=1.C(Cl)Cl.CC(C)=O.C(Cl)Cl.C1COCC1. (6) The reactants are [CH2:1]([O:8][C:9]1[CH:33]=[CH:32][C:12]([CH2:13][CH2:14][NH:15][C:16]([C:18]2[C:19]([NH:25][CH:26]3[CH2:31][CH2:30][CH2:29][CH2:28][CH2:27]3)=[N:20][C:21](Cl)=[N:22][CH:23]=2)=[O:17])=[CH:11][CH:10]=1)[C:2]1[CH:7]=[CH:6][CH:5]=[CH:4][CH:3]=1.[C-]#N.[Na+].[N:37]12CCN(CC1)C[CH2:38]2. The catalyst is CS(C)=O.O. The product is [CH2:1]([O:8][C:9]1[CH:33]=[CH:32][C:12]([CH2:13][CH2:14][NH:15][C:16]([C:18]2[C:19]([NH:25][CH:26]3[CH2:31][CH2:30][CH2:29][CH2:28][CH2:27]3)=[N:20][C:21]([C:38]#[N:37])=[N:22][CH:23]=2)=[O:17])=[CH:11][CH:10]=1)[C:2]1[CH:7]=[CH:6][CH:5]=[CH:4][CH:3]=1. The yield is 0.680. (7) The reactants are [CH2:1]([O:8][C:9]1[CH:10]=[C:11]([F:16])[CH:12]=[C:13](Br)[CH:14]=1)[C:2]1[CH:7]=[CH:6][CH:5]=[CH:4][CH:3]=1.[F:17][C:18]1[CH:25]=[CH:24][C:21]([CH:22]=[CH2:23])=[CH:20][CH:19]=1.CCN(CC)CC.Cl. The catalyst is CN(C=O)C.CC([O-])=O.CC([O-])=O.[Pd+2].C1(C)C=CC=CC=1P(C1C=CC=CC=1C)C1C=CC=CC=1C.CCOC(C)=O. The product is [CH2:1]([O:8][C:9]1[CH:10]=[C:11]([F:16])[CH:12]=[C:13]([CH:23]=[CH:22][C:21]2[CH:24]=[CH:25][C:18]([F:17])=[CH:19][CH:20]=2)[CH:14]=1)[C:2]1[CH:7]=[CH:6][CH:5]=[CH:4][CH:3]=1. The yield is 0.910. (8) The reactants are [F:1][C:2]1[C:7]([NH2:8])=[C:6]([CH3:9])[CH:5]=[CH:4][N:3]=1.CO[CH:12]1[CH2:16][CH2:15][CH:14](OC)O1. The catalyst is C(O)(=O)C. The product is [F:1][C:2]1[C:7]([N:8]2[CH:12]=[CH:16][CH:15]=[CH:14]2)=[C:6]([CH3:9])[CH:5]=[CH:4][N:3]=1. The yield is 0.720. (9) The reactants are [C:1]([NH:4][C:5]1[CH:6]=[C:7]2[C:12](=[CH:13][N:14]=1)[C:11](=[O:15])[N:10]([CH3:16])[C:9]1[CH:17]=[C:18]([O:21][CH2:22][C@@H:23]([NH:28]C(=O)OC(C)(C)C)[CH2:24][CH:25]([CH3:27])[CH3:26])[CH:19]=[CH:20][C:8]2=1)(=[O:3])[CH3:2].C(O)(C(F)(F)F)=O. The catalyst is C(Cl)Cl. The product is [NH2:28][C@@H:23]([CH2:24][CH:25]([CH3:27])[CH3:26])[CH2:22][O:21][C:18]1[CH:19]=[CH:20][C:8]2[C:7]3[C:12](=[CH:13][N:14]=[C:5]([NH:4][C:1](=[O:3])[CH3:2])[CH:6]=3)[C:11](=[O:15])[N:10]([CH3:16])[C:9]=2[CH:17]=1. The yield is 0.0660. (10) The reactants are [F:1][C:2]1[CH:7]=[CH:6][C:5]([CH:8]([OH:25])[CH2:9][O:10][C:11]2[CH:24]=[CH:23][C:14]([CH2:15][CH:16]3[S:20][C:19](=[O:21])[NH:18][C:17]3=[O:22])=[CH:13][CH:12]=2)=[CH:4][CH:3]=1.CS(C)=O.O=P12OP3(OP(OP(O3)(O1)=O)(=O)O2)=O.C(N(CC)CC)C. The catalyst is C(Cl)Cl. The product is [F:1][C:2]1[CH:3]=[CH:4][C:5]([C:8](=[O:25])[CH2:9][O:10][C:11]2[CH:24]=[CH:23][C:14]([CH2:15][CH:16]3[S:20][C:19](=[O:21])[NH:18][C:17]3=[O:22])=[CH:13][CH:12]=2)=[CH:6][CH:7]=1. The yield is 0.480.